Dataset: Catalyst prediction with 721,799 reactions and 888 catalyst types from USPTO. Task: Predict which catalyst facilitates the given reaction. (1) Reactant: [F:1][C:2]1[CH:7]=[CH:6][C:5]([C@H:8]([OH:18])[CH2:9][NH:10][CH2:11][C:12]2[CH:17]=[CH:16][CH:15]=[CH:14][CH:13]=2)=[CH:4][CH:3]=1.Cl[CH2:20][C:21](Cl)=[O:22].C(N(CC)CC)C.NC(O)C.C[O-].[Na+]. Product: [F:1][C:2]1[CH:3]=[CH:4][C:5]([C@H:8]2[CH2:9][N:10]([CH2:11][C:12]3[CH:13]=[CH:14][CH:15]=[CH:16][CH:17]=3)[C:21](=[O:22])[CH2:20][O:18]2)=[CH:6][CH:7]=1. The catalyst class is: 93. (2) Reactant: I[C:2]1[CH:7]=[CH:6][N:5]=[C:4]([C:8]([CH3:12])([CH3:11])[C:9]#[N:10])[CH:3]=1.[C:13]([O:17][C:18](=[O:26])[NH:19][C:20]1[S:21][CH:22]=[C:23]([CH3:25])[N:24]=1)([CH3:16])([CH3:15])[CH3:14]. Product: [C:13]([O:17][C:18](=[O:26])[NH:19][C:20]1[S:21][C:22]([C:2]2[CH:7]=[CH:6][N:5]=[C:4]([C:8]([C:9]#[N:10])([CH3:12])[CH3:11])[CH:3]=2)=[C:23]([CH3:25])[N:24]=1)([CH3:16])([CH3:15])[CH3:14]. The catalyst class is: 25.